From a dataset of NCI-60 drug combinations with 297,098 pairs across 59 cell lines. Regression. Given two drug SMILES strings and cell line genomic features, predict the synergy score measuring deviation from expected non-interaction effect. Drug 1: CC1=C2C(C(=O)C3(C(CC4C(C3C(C(C2(C)C)(CC1OC(=O)C(C(C5=CC=CC=C5)NC(=O)OC(C)(C)C)O)O)OC(=O)C6=CC=CC=C6)(CO4)OC(=O)C)OC)C)OC. Drug 2: C1C(C(OC1N2C=NC3=C2NC=NCC3O)CO)O. Cell line: NCIH23. Synergy scores: CSS=24.4, Synergy_ZIP=-5.39, Synergy_Bliss=-8.30, Synergy_Loewe=-29.2, Synergy_HSA=-7.63.